Dataset: Peptide-MHC class I binding affinity with 185,985 pairs from IEDB/IMGT. Task: Regression. Given a peptide amino acid sequence and an MHC pseudo amino acid sequence, predict their binding affinity value. This is MHC class I binding data. (1) The peptide sequence is YLGPRVCWL. The MHC is HLA-A68:02 with pseudo-sequence HLA-A68:02. The binding affinity (normalized) is 0.423. (2) The peptide sequence is IMYDIINSV. The MHC is HLA-B40:01 with pseudo-sequence HLA-B40:01. The binding affinity (normalized) is 0.0305. (3) The peptide sequence is KEVNARIEPF. The MHC is HLA-B45:01 with pseudo-sequence HLA-B45:01. The binding affinity (normalized) is 0.108.